This data is from NCI-60 drug combinations with 297,098 pairs across 59 cell lines. The task is: Regression. Given two drug SMILES strings and cell line genomic features, predict the synergy score measuring deviation from expected non-interaction effect. (1) Drug 1: CC1=C(C(=CC=C1)Cl)NC(=O)C2=CN=C(S2)NC3=CC(=NC(=N3)C)N4CCN(CC4)CCO. Drug 2: C1C(C(OC1N2C=NC3=C2NC=NCC3O)CO)O. Cell line: COLO 205. Synergy scores: CSS=9.73, Synergy_ZIP=-5.47, Synergy_Bliss=-3.85, Synergy_Loewe=5.28, Synergy_HSA=-4.25. (2) Drug 1: CC1C(C(CC(O1)OC2CC(CC3=C2C(=C4C(=C3O)C(=O)C5=C(C4=O)C(=CC=C5)OC)O)(C(=O)CO)O)N)O.Cl. Drug 2: CC(C)(C#N)C1=CC(=CC(=C1)CN2C=NC=N2)C(C)(C)C#N. Cell line: HOP-92. Synergy scores: CSS=43.7, Synergy_ZIP=2.59, Synergy_Bliss=1.23, Synergy_Loewe=-2.63, Synergy_HSA=-0.0713. (3) Drug 1: CC1=C(C=C(C=C1)C(=O)NC2=CC(=CC(=C2)C(F)(F)F)N3C=C(N=C3)C)NC4=NC=CC(=N4)C5=CN=CC=C5. Drug 2: CCC1(C2=C(COC1=O)C(=O)N3CC4=CC5=C(C=CC(=C5CN(C)C)O)N=C4C3=C2)O.Cl. Cell line: OVCAR3. Synergy scores: CSS=6.38, Synergy_ZIP=-2.05, Synergy_Bliss=3.49, Synergy_Loewe=-19.9, Synergy_HSA=-4.53. (4) Drug 1: C1=C(C(=O)NC(=O)N1)F. Drug 2: CC1C(C(CC(O1)OC2CC(CC3=C2C(=C4C(=C3O)C(=O)C5=C(C4=O)C(=CC=C5)OC)O)(C(=O)CO)O)N)O.Cl. Cell line: DU-145. Synergy scores: CSS=41.3, Synergy_ZIP=-7.90, Synergy_Bliss=-12.4, Synergy_Loewe=-5.99, Synergy_HSA=-4.69. (5) Synergy scores: CSS=5.05, Synergy_ZIP=-0.302, Synergy_Bliss=5.59, Synergy_Loewe=3.71, Synergy_HSA=4.93. Cell line: OVCAR-8. Drug 1: CC(C1=C(C=CC(=C1Cl)F)Cl)OC2=C(N=CC(=C2)C3=CN(N=C3)C4CCNCC4)N. Drug 2: C1=CN(C=N1)CC(O)(P(=O)(O)O)P(=O)(O)O.